Regression. Given a peptide amino acid sequence and an MHC pseudo amino acid sequence, predict their binding affinity value. This is MHC class I binding data. From a dataset of Peptide-MHC class I binding affinity with 185,985 pairs from IEDB/IMGT. The peptide sequence is AVRQKSRWI. The MHC is HLA-B51:01 with pseudo-sequence HLA-B51:01. The binding affinity (normalized) is 0.0847.